This data is from Forward reaction prediction with 1.9M reactions from USPTO patents (1976-2016). The task is: Predict the product of the given reaction. Given the reactants [CH3:1][N:2]1[CH2:7][CH2:6][N:5]([C:8]([C:10]2[CH:11]=[CH:12][C:13]([O:19][CH2:20][C:21]3[CH:26]=[CH:25][CH:24]=[CH:23][CH:22]=3)=[C:14]([CH:18]=2)[C:15](O)=[O:16])=[O:9])[CH2:4][CH2:3]1.[N:27]1[CH:32]=[CH:31][CH:30]=[C:29]([NH2:33])[CH:28]=1.C(Cl)CCl.C1C=CC2N(O)N=NC=2C=1, predict the reaction product. The product is: [CH3:1][N:2]1[CH2:7][CH2:6][N:5]([C:8]([C:10]2[CH:11]=[CH:12][C:13]([O:19][CH2:20][C:21]3[CH:26]=[CH:25][CH:24]=[CH:23][CH:22]=3)=[C:14]([CH:18]=2)[C:15]([NH:33][C:29]2[CH:28]=[N:27][CH:32]=[CH:31][CH:30]=2)=[O:16])=[O:9])[CH2:4][CH2:3]1.